From a dataset of Peptide-MHC class II binding affinity with 134,281 pairs from IEDB. Regression. Given a peptide amino acid sequence and an MHC pseudo amino acid sequence, predict their binding affinity value. This is MHC class II binding data. (1) The peptide sequence is LKTFFWFNEVLSIEE. The MHC is DRB1_0101 with pseudo-sequence DRB1_0101. The binding affinity (normalized) is 0.748. (2) The peptide sequence is REHGSDEWVAMTKGE. The MHC is DRB1_1101 with pseudo-sequence DRB1_1101. The binding affinity (normalized) is 0.516.